Task: Regression. Given a peptide amino acid sequence and an MHC pseudo amino acid sequence, predict their binding affinity value. This is MHC class I binding data.. Dataset: Peptide-MHC class I binding affinity with 185,985 pairs from IEDB/IMGT (1) The peptide sequence is FTWSGDVRY. The MHC is HLA-B35:01 with pseudo-sequence HLA-B35:01. The binding affinity (normalized) is 1.00. (2) The peptide sequence is TRLNAWVKVV. The MHC is HLA-A33:01 with pseudo-sequence HLA-A33:01. The binding affinity (normalized) is 0. (3) The peptide sequence is CQHHLILTL. The MHC is HLA-B48:01 with pseudo-sequence HLA-B48:01. The binding affinity (normalized) is 0.424.